From a dataset of Reaction yield outcomes from USPTO patents with 853,638 reactions. Predict the reaction yield, written as a fraction of the theoretical maximum amount of product (1.0 means a 100% yield; for example, 0.34 means a 34% yield). The reactants are CS([C:5]1[N:17]=[C:8]2[N:9]=[C:10]([CH2:15][CH3:16])[CH:11]=[C:12]([CH2:13][CH3:14])[N:7]2[N:6]=1)(=O)=O.[F:18][C:19]1[CH:28]=[CH:27][C:22]([O:23][CH2:24][CH2:25][OH:26])=[CH:21][CH:20]=1. No catalyst specified. The product is [CH2:15]([C:10]1[CH:11]=[C:12]([CH2:13][CH3:14])[N:7]2[N:6]=[C:5]([O:26][CH2:25][CH2:24][O:23][C:22]3[CH:27]=[CH:28][C:19]([F:18])=[CH:20][CH:21]=3)[N:17]=[C:8]2[N:9]=1)[CH3:16]. The yield is 0.700.